From a dataset of Catalyst prediction with 721,799 reactions and 888 catalyst types from USPTO. Predict which catalyst facilitates the given reaction. (1) Reactant: [CH3:1][C:2]([CH3:24])([CH3:23])[CH2:3][N:4]1[C:12]2[C:7](=[N:8][C:9]([C:13]3[CH2:14][CH:15]4[CH2:19][NH:18][CH2:17][CH:16]4[CH:20]=3)=[CH:10][CH:11]=2)[N:6]([CH3:21])[C:5]1=[O:22].[O:25]1[CH:29]=[CH:28][C:27]([C:30](O)=[O:31])=[N:26]1.CCN(C(C)C)C(C)C.CN(C(ON1N=NC2C=CC=NC1=2)=[N+](C)C)C.F[P-](F)(F)(F)(F)F. Product: [CH3:1][C:2]([CH3:24])([CH3:23])[CH2:3][N:4]1[C:12]2[C:7](=[N:8][C:9]([CH:13]3[CH2:14][CH:15]4[CH2:19][N:18]([C:30]([C:27]5[CH:28]=[CH:29][O:25][N:26]=5)=[O:31])[CH2:17][CH:16]4[CH2:20]3)=[CH:10][CH:11]=2)[N:6]([CH3:21])[C:5]1=[O:22]. The catalyst class is: 10. (2) Reactant: [NH2:1][C:2]1[C:7]([C:8](=[O:10])[NH2:9])=[CH:6][CH:5]=[CH:4][C:3]=1[NH:11][C:12]([C:14]1[S:15][C:16]([C:19](=[O:21])[CH3:20])=[CH:17][CH:18]=1)=O.C(O)(=O)C. Product: [C:19]([C:16]1[S:15][C:14]([C:12]2[NH:11][C:3]3[CH:4]=[CH:5][CH:6]=[C:7]([C:8]([NH2:9])=[O:10])[C:2]=3[N:1]=2)=[CH:18][CH:17]=1)(=[O:21])[CH3:20]. The catalyst class is: 9. (3) The catalyst class is: 22. Reactant: [CH2:1]([N:7]=[C:8]=[O:9])[CH2:2][CH2:3][CH2:4][CH2:5][CH3:6].Cl.[CH2:11]([NH2:18])[C:12]1[CH:17]=[CH:16][CH:15]=[CH:14][CH:13]=1.C(N(C(C)C)CC)(C)C. Product: [CH2:1]([NH:7][C:8]([NH:18][CH2:11][C:12]1[CH:17]=[CH:16][CH:15]=[CH:14][CH:13]=1)=[O:9])[CH2:2][CH2:3][CH2:4][CH2:5][CH3:6]. (4) Reactant: [Cl:1][C:2]1[CH:3]=[CH:4][C:5]([S:10][CH2:11][CH3:12])=[C:6]([NH:8][NH2:9])[CH:7]=1.[NH2:13][C:14]1[C:22]([Cl:23])=[CH:21][C:20]([O:24][C:25]([F:28])([F:27])[F:26])=[CH:19][C:15]=1[C:16](O)=[O:17].[CH:29]1C=CC2N(O)N=NC=2C=1. Product: [Cl:23][C:22]1[CH:21]=[C:20]([O:24][C:25]([F:28])([F:27])[F:26])[CH:19]=[C:15]2[C:14]=1[N:13]=[CH:29][N:9]([NH:8][C:6]1[CH:7]=[C:2]([Cl:1])[CH:3]=[CH:4][C:5]=1[S:10][CH2:11][CH3:12])[C:16]2=[O:17]. The catalyst class is: 3. (5) Reactant: C1COCC1.[CH2:6]([O:8][C:9](=[O:18])[C:10]([CH3:17])([CH3:16])[CH2:11][C:12](=[O:15])[CH2:13]Br)[CH3:7].[CH3:19][C:20]([SH:23])([CH3:22])[CH3:21].C(N(CC)CC)C. Product: [CH2:6]([O:8][C:9](=[O:18])[C:10]([CH3:17])([CH3:16])[CH2:11][C:12](=[O:15])[CH2:13][S:23][C:20]([CH3:22])([CH3:21])[CH3:19])[CH3:7]. The catalyst class is: 81.